This data is from Forward reaction prediction with 1.9M reactions from USPTO patents (1976-2016). The task is: Predict the product of the given reaction. (1) Given the reactants [Cl:1][C:2]1[C:3]([O:8][CH:9]2[CH2:14][CH2:13][O:12][CH2:11][CH2:10]2)=[N:4][CH:5]=[CH:6][CH:7]=1.B1(B2OC(C)(C)C(C)(C)O2)OC(C)(C)C(C)(C)[O:16]1.C(OO)(=O)C.S([O-])([O-])(=O)=S.[Na+].[Na+], predict the reaction product. The product is: [Cl:1][C:2]1[CH:7]=[C:6]([OH:16])[CH:5]=[N:4][C:3]=1[O:8][CH:9]1[CH2:14][CH2:13][O:12][CH2:11][CH2:10]1. (2) Given the reactants [SH:1][CH2:2][C:3]1[CH:8]=[CH:7][CH:6]=[CH:5][CH:4]=1.Br[CH2:10][CH2:11][CH2:12][CH2:13][C:14]([OH:16])=[O:15].[OH-].[Na+], predict the reaction product. The product is: [CH2:2]([S:1][CH2:10][CH2:11][CH2:12][CH2:13][C:14]([OH:16])=[O:15])[C:3]1[CH:8]=[CH:7][CH:6]=[CH:5][CH:4]=1.